From a dataset of Retrosynthesis with 50K atom-mapped reactions and 10 reaction types from USPTO. Predict the reactants needed to synthesize the given product. (1) Given the product CC(=O)NCc1cccc(-c2ccc(C(O)(c3cn(C(c4ccccc4)(c4ccccc4)c4ccccc4)cn3)C(C)C)cc2)c1, predict the reactants needed to synthesize it. The reactants are: CC(=O)NCc1cccc(Br)c1.CC(C)C(O)(c1ccc(B(O)O)cc1)c1cn(C(c2ccccc2)(c2ccccc2)c2ccccc2)cn1. (2) Given the product COC(=O)c1cccc2[nH]c(N3CC[C@H](N)[C@H](OC)C3)nc12, predict the reactants needed to synthesize it. The reactants are: COC(=O)c1cccc2[nH]c(N3CC[C@H](NC(=O)OCc4ccccc4)[C@H](OC)C3)nc12.